This data is from Tyrosyl-DNA phosphodiesterase HTS with 341,365 compounds. The task is: Binary Classification. Given a drug SMILES string, predict its activity (active/inactive) in a high-throughput screening assay against a specified biological target. (1) The compound is Clc1c(CC(=O)Nc2c(c3ccccc3)cccc2)c(F)ccc1. The result is 0 (inactive). (2) The compound is S(c1nncc2c1c(OC)c(OC)cc2)CC(OCC)=O. The result is 0 (inactive). (3) The drug is S(=O)(=O)(N1CCN(CC1)c1ncccn1)c1c2c(sc1C)ncn(c2=O)CC(=O)N(CC)c1c(F)cccc1. The result is 0 (inactive). (4) The compound is s1c(CCNC(=O)Cc2ccccc2)c(n2nc(nc12)c1ccc(F)cc1)C. The result is 0 (inactive).